Dataset: Full USPTO retrosynthesis dataset with 1.9M reactions from patents (1976-2016). Task: Predict the reactants needed to synthesize the given product. (1) Given the product [Cl:9][C:3]1[CH:4]=[C:5]([NH2:6])[CH:7]=[CH:8][C:2]=1[C:14]1[CH:13]=[CH:12][C:11]([Cl:10])=[CH:16][C:15]=1[Cl:17], predict the reactants needed to synthesize it. The reactants are: Br[C:2]1[CH:8]=[CH:7][C:5]([NH2:6])=[CH:4][C:3]=1[Cl:9].[Cl:10][C:11]1[CH:16]=[C:15]([Cl:17])[CH:14]=[CH:13][C:12]=1B(O)O.C([O-])([O-])=O.[K+].[K+].O. (2) Given the product [NH2:35][C:30]1[C:29]2[C:33](=[CH:34][C:26]([CH2:25][NH:24][C:4](=[O:23])[CH:5]([O:20][CH2:21][CH3:22])[N:6]3[CH:11]=[CH:10][CH:9]=[C:8]([NH:12][C:13]4[CH:14]=[CH:15][CH:16]=[CH:17][CH:18]=4)[C:7]3=[O:19])=[CH:27][CH:28]=2)[NH:32][N:31]=1, predict the reactants needed to synthesize it. The reactants are: C(O[C:4](=[O:23])[CH:5]([O:20][CH2:21][CH3:22])[N:6]1[CH:11]=[CH:10][CH:9]=[C:8]([NH:12][C:13]2[CH:18]=[CH:17][CH:16]=[CH:15][CH:14]=2)[C:7]1=[O:19])C.[NH2:24][CH2:25][C:26]1[CH:34]=[C:33]2[C:29]([C:30]([NH2:35])=[N:31][NH:32]2)=[CH:28][CH:27]=1. (3) Given the product [N+:1]([C:4]1([CH2:11][CH2:10][C:9]([O:13][CH3:14])=[O:12])[CH2:8][CH2:7][CH2:6][CH2:5]1)([O-:3])=[O:2], predict the reactants needed to synthesize it. The reactants are: [N+:1]([CH2:4][CH2:5][CH2:6][CH2:7][CH3:8])([O-:3])=[O:2].[C:9]([O:13][CH3:14])(=[O:12])[CH:10]=[CH2:11]. (4) Given the product [CH:19]([C:2]1[CH:10]=[CH:9][C:5]([C:6]([OH:8])=[O:7])=[C:4]([CH3:11])[CH:3]=1)=[O:20], predict the reactants needed to synthesize it. The reactants are: Br[C:2]1[CH:10]=[CH:9][C:5]([C:6]([OH:8])=[O:7])=[C:4]([CH3:11])[CH:3]=1.C([Li])CCC.CN(C)[CH:19]=[O:20]. (5) Given the product [Cl:1][C:2]1[N:7]=[CH:6][N:5]=[C:4]([NH:8][C:14](=[O:15])[C:13]2[C:12]([Cl:11])=[CH:20][CH:19]=[CH:18][C:17]=2[Cl:21])[CH:3]=1, predict the reactants needed to synthesize it. The reactants are: [Cl:1][C:2]1[N:7]=[CH:6][N:5]=[C:4]([NH2:8])[CH:3]=1.[H-].[Na+].[Cl:11][C:12]1[CH:20]=[CH:19][CH:18]=[C:17]([Cl:21])[C:13]=1[C:14](Cl)=[O:15].CCOCC.CCCCCC. (6) Given the product [F:47][C:48]1[CH:56]=[C:55]2[C:51]([C:52]([C:66]3[CH:67]=[N:68][N:69]([CH:71]4[CH2:76][CH2:75][N:74]([C:10](=[O:12])[CH2:9][NH:8][C:6](=[O:7])[O:5][C:1]([CH3:2])([CH3:3])[CH3:4])[CH2:73][CH2:72]4)[CH:70]=3)=[CH:53][N:54]2[S:57]([C:60]2[CH:61]=[CH:62][CH:63]=[CH:64][CH:65]=2)(=[O:58])=[O:59])=[CH:50][CH:49]=1, predict the reactants needed to synthesize it. The reactants are: [C:1]([O:5][C:6]([NH:8][CH2:9][C:10]([OH:12])=O)=[O:7])([CH3:4])([CH3:3])[CH3:2].CCN(C(C)C)C(C)C.CN(C(ON1N=NC2C=CC=NC1=2)=[N+](C)C)C.F[P-](F)(F)(F)(F)F.Cl.[F:47][C:48]1[CH:56]=[C:55]2[C:51]([C:52]([C:66]3[CH:67]=[N:68][N:69]([CH:71]4[CH2:76][CH2:75][NH:74][CH2:73][CH2:72]4)[CH:70]=3)=[CH:53][N:54]2[S:57]([C:60]2[CH:65]=[CH:64][CH:63]=[CH:62][CH:61]=2)(=[O:59])=[O:58])=[CH:50][CH:49]=1.